From a dataset of Merck oncology drug combination screen with 23,052 pairs across 39 cell lines. Regression. Given two drug SMILES strings and cell line genomic features, predict the synergy score measuring deviation from expected non-interaction effect. (1) Drug 1: CCC1(O)CC2CN(CCc3c([nH]c4ccccc34)C(C(=O)OC)(c3cc4c(cc3OC)N(C)C3C(O)(C(=O)OC)C(OC(C)=O)C5(CC)C=CCN6CCC43C65)C2)C1. Drug 2: N#Cc1ccc(Cn2cncc2CN2CCN(c3cccc(Cl)c3)C(=O)C2)cc1. Cell line: HCT116. Synergy scores: synergy=30.0. (2) Drug 1: COc1cc(C2c3cc4c(cc3C(OC3OC5COC(C)OC5C(O)C3O)C3COC(=O)C23)OCO4)cc(OC)c1O. Drug 2: COC1CC2CCC(C)C(O)(O2)C(=O)C(=O)N2CCCCC2C(=O)OC(C(C)CC2CCC(OP(C)(C)=O)C(OC)C2)CC(=O)C(C)C=C(C)C(O)C(OC)C(=O)C(C)CC(C)C=CC=CC=C1C. Cell line: NCIH520. Synergy scores: synergy=4.91. (3) Drug 1: O=P1(N(CCCl)CCCl)NCCCO1. Drug 2: Cn1cc(-c2cnn3c(N)c(Br)c(C4CCCNC4)nc23)cn1. Cell line: OVCAR3. Synergy scores: synergy=-0.684.